From a dataset of Full USPTO retrosynthesis dataset with 1.9M reactions from patents (1976-2016). Predict the reactants needed to synthesize the given product. (1) Given the product [Br:1][C:2]1[CH:7]=[C:6]([N+:8]([O-:10])=[O:9])[CH:5]=[C:4]([Br:11])[C:3]=1[CH2:12][Br:13], predict the reactants needed to synthesize it. The reactants are: [Br:1][C:2]1[CH:7]=[C:6]([N+:8]([O-:10])=[O:9])[CH:5]=[C:4]([Br:11])[C:3]=1[CH3:12].[Br:13]N1C(=O)CCC1=O.C(OOC(=O)C1C=CC=CC=1)(=O)C1C=CC=CC=1.N(C(C)(C)C#N)=NC(C)(C)C#N. (2) Given the product [F:64][C:44]1[CH:43]=[C:42]([CH2:65][CH2:66][C:67]([OH:69])=[O:68])[CH:41]=[C:40]([F:39])[C:45]=1[O:46][CH2:47][C:48]1[C:52]([C:53]2[CH:54]=[N:55][C:56]([CH3:59])=[CH:57][CH:58]=2)=[CH:51][S:50][C:49]=1[C:60]([F:62])([F:63])[F:61], predict the reactants needed to synthesize it. The reactants are: CS(OCC1C(C2C=NC(C)=CC=2)=CSC=1C(F)(F)F)(=O)=O.FC1C=C(O)C=C(F)C=1CCC(OCC)=O.[F:39][C:40]1[CH:41]=[C:42]([CH2:65][CH2:66][C:67]([O:69]CC)=[O:68])[CH:43]=[C:44]([F:64])[C:45]=1[O:46][CH2:47][C:48]1[C:52]([C:53]2[CH:54]=[N:55][C:56]([CH3:59])=[CH:57][CH:58]=2)=[CH:51][S:50][C:49]=1[C:60]([F:63])([F:62])[F:61]. (3) Given the product [CH:9]([CH:3]([CH:2]([O:1][S:22]([CH3:21])(=[O:24])=[O:23])[CH:12]=[CH2:13])[C:4]([O:6][CH2:7][CH3:8])=[O:5])([CH3:10])[CH3:11], predict the reactants needed to synthesize it. The reactants are: [OH:1][CH:2]([CH:12]=[CH2:13])[CH:3]([CH:9]([CH3:11])[CH3:10])[C:4]([O:6][CH2:7][CH3:8])=[O:5].CCN(CC)CC.[CH3:21][S:22](Cl)(=[O:24])=[O:23]. (4) Given the product [ClH:16].[Cl:16][C:17]1[N:18]=[CH:19][N:20]=[C:21]([N:23]2[C:4](=[O:15])[C:5]([N:10]3[CH:14]=[CH:13][N:12]=[N:11]3)=[CH:6][NH:7]2)[CH:22]=1, predict the reactants needed to synthesize it. The reactants are: C(O[C:4](=[O:15])[C:5]([N:10]1[CH:14]=[CH:13][N:12]=[N:11]1)=[CH:6][N:7](C)C)C.[Cl:16][C:17]1[CH:22]=[C:21]([NH:23]N)[N:20]=[CH:19][N:18]=1.C(O)(C(F)(F)F)=O.Cl.C[O-].[Na+]. (5) The reactants are: [O:1]1[C:6]2[CH:7]=[CH:8][C:9]([C:11]3[C:16]([N:17]4[C:21](C)=[CH:20]C=N4)=[CH:15][CH:14]=[C:13]([C:23]([F:26])([F:25])[F:24])[C:12]=3[C:27](=[O:32])[C:28]([O:30][CH3:31])=[O:29])=[CH:10][C:5]=2[CH2:4][CH2:3][CH2:2]1.[NH:33]1C=CN=[CH:34]1.[H-].[Na+].C[Si](C=[N+]=[N-])(C)C.C(OCC)C. Given the product [O:1]1[C:6]2[CH:7]=[CH:8][C:9]([C:11]3[C:16]([N:17]4[CH:21]=[CH:20][N:33]=[CH:34]4)=[CH:15][CH:14]=[C:13]([C:23]([F:26])([F:24])[F:25])[C:12]=3[C:27](=[O:32])[C:28]([O:30][CH3:31])=[O:29])=[CH:10][C:5]=2[CH2:4][CH2:3][CH2:2]1, predict the reactants needed to synthesize it. (6) Given the product [CH2:31]([O:30][C:28](=[O:29])[N:21]([S:22]([CH3:25])(=[O:23])=[O:24])[N:10]1[C:9](=[O:26])[C:8]2[C:13](=[CH:14][C:15]([C:16]([F:18])([F:17])[F:19])=[C:6]([CH:3]([O:2][CH3:1])[CH2:4][CH3:5])[CH:7]=2)[NH:12][C:11]1=[O:20])[CH2:32][CH2:33][CH2:34][CH3:35], predict the reactants needed to synthesize it. The reactants are: [CH3:1][O:2][CH:3]([C:6]1[CH:7]=[C:8]2[C:13](=[CH:14][C:15]=1[C:16]([F:19])([F:18])[F:17])[NH:12][C:11](=[O:20])[N:10]([NH:21][S:22]([CH3:25])(=[O:24])=[O:23])[C:9]2=[O:26])[CH2:4][CH3:5].Cl[C:28]([O:30][CH2:31][CH2:32][CH2:33][CH2:34][CH3:35])=[O:29]. (7) Given the product [Br:20][C:8]1[C:3]([O:2][CH3:1])=[N:4][CH:5]=[C:6]([C:9]([F:12])([F:10])[F:11])[CH:7]=1, predict the reactants needed to synthesize it. The reactants are: [CH3:1][O:2][C:3]1[CH:8]=[CH:7][C:6]([C:9]([F:12])([F:11])[F:10])=[CH:5][N:4]=1.C1C(=O)N([Br:20])C(=O)C1. (8) Given the product [Cl:10][C:4]1[CH:5]=[C:6]([OH:9])[CH:7]=[CH:8][C:3]=1[NH:2][C:12](=[O:13])[O:14][CH2:15][C:16]1[CH:21]=[CH:20][CH:19]=[CH:18][CH:17]=1, predict the reactants needed to synthesize it. The reactants are: Cl.[NH2:2][C:3]1[CH:8]=[CH:7][C:6]([OH:9])=[CH:5][C:4]=1[Cl:10].Cl[C:12]([O:14][CH2:15][C:16]1[CH:21]=[CH:20][CH:19]=[CH:18][CH:17]=1)=[O:13]. (9) Given the product [CH3:53][O:54][CH2:55][CH2:56][CH2:57][NH:58][CH2:50][C:46]1[CH:47]=[N:48][CH:49]=[C:44]([B:39]2[O:38][C:37]([CH3:52])([CH3:36])[C:41]([CH3:43])([CH3:42])[O:40]2)[CH:45]=1, predict the reactants needed to synthesize it. The reactants are: C1(CNCC2C=C(C3C=C4C(=C(C(N)=O)C=3)NC=C4C3CCN(S(CC)(=O)=O)CC3)C=NC=2)CC1.[CH3:36][C:37]1([CH3:52])[C:41]([CH3:43])([CH3:42])[O:40][B:39]([C:44]2[CH:45]=[C:46]([CH:50]=O)[CH:47]=[N:48][CH:49]=2)[O:38]1.[CH3:53][O:54][CH2:55][CH2:56][CH2:57][NH2:58].[BH3-]C#N.[Na+].